From a dataset of Reaction yield outcomes from USPTO patents with 853,638 reactions. Predict the reaction yield, written as a fraction of the theoretical maximum amount of product (1.0 means a 100% yield; for example, 0.34 means a 34% yield). (1) The reactants are [F:1][C:2]1[C:3]([OH:21])=[C:4]([CH:15]=[C:16]([N+:18]([O-:20])=[O:19])[CH:17]=1)[CH2:5][N:6]([CH3:14])[C:7](=[O:13])[O:8][C:9]([CH3:12])([CH3:11])[CH3:10].[O:22]1[CH2:26][CH2:25][C@H:24](O)[CH2:23]1.C1C=CC(P(C2C=CC=CC=2)C2C=CC=CC=2)=CC=1.CC(OC(/N=N/C(OC(C)C)=O)=O)C. The catalyst is C1COCC1. The product is [F:1][C:2]1[C:3]([O:21][C@@H:24]2[CH2:25][CH2:26][O:22][CH2:23]2)=[C:4]([CH:15]=[C:16]([N+:18]([O-:20])=[O:19])[CH:17]=1)[CH2:5][N:6]([CH3:14])[C:7](=[O:13])[O:8][C:9]([CH3:11])([CH3:12])[CH3:10]. The yield is 1.00. (2) The reactants are [Cl:1][C:2]1[CH:7]=[CH:6][C:5]([N:8]2[C:13](=[O:14])[C:12]3[CH:15]=[N:16][N:17]([C:18]4[CH:23]=[CH:22][CH:21]=[CH:20][CH:19]=4)[C:11]=3[N:10]=[C:9]2[C:24]2[CH:36]=[CH:35][C:27]([C:28]([N:30]=[CH:31][N:32](C)C)=O)=[CH:26][CH:25]=2)=[CH:4][CH:3]=1.O.[NH2:38]N. The catalyst is C(O)(=O)C. The product is [Cl:1][C:2]1[CH:3]=[CH:4][C:5]([N:8]2[C:13](=[O:14])[C:12]3[CH:15]=[N:16][N:17]([C:18]4[CH:23]=[CH:22][CH:21]=[CH:20][CH:19]=4)[C:11]=3[N:10]=[C:9]2[C:24]2[CH:36]=[CH:35][C:27]([C:28]3[NH:38][N:32]=[CH:31][N:30]=3)=[CH:26][CH:25]=2)=[CH:6][CH:7]=1. The yield is 0.730.